Dataset: Forward reaction prediction with 1.9M reactions from USPTO patents (1976-2016). Task: Predict the product of the given reaction. Given the reactants ClC1C=C(CC(O)=O)C=CC=1.Cl.NCCCC(OCC)=O.CCN=C=NCCCN(C)C.Cl.C([O:36][C:37](=[O:52])[CH2:38][CH2:39][CH2:40][NH:41][C:42](=[O:51])[CH2:43][C:44]1[CH:49]=[CH:48][CH:47]=[C:46]([Cl:50])[CH:45]=1)C, predict the reaction product. The product is: [Cl:50][C:46]1[CH:45]=[C:44]([CH2:43][C:42]([NH:41][CH2:40][CH2:39][CH2:38][C:37]([OH:52])=[O:36])=[O:51])[CH:49]=[CH:48][CH:47]=1.